Dataset: Full USPTO retrosynthesis dataset with 1.9M reactions from patents (1976-2016). Task: Predict the reactants needed to synthesize the given product. (1) Given the product [CH3:7][C:5]1[N:6]=[C:2]([O:19][C:13]2[CH:18]=[CH:17][CH:16]=[CH:15][CH:14]=2)[S:3][C:4]=1[C:8]([O:10][CH2:11][CH3:12])=[O:9], predict the reactants needed to synthesize it. The reactants are: Cl[C:2]1[S:3][C:4]([C:8]([O:10][CH2:11][CH3:12])=[O:9])=[C:5]([CH3:7])[N:6]=1.[C:13]1([OH:19])[CH:18]=[CH:17][CH:16]=[CH:15][CH:14]=1.C([O-])([O-])=O.[K+].[K+].O. (2) Given the product [F:3][C:4]1[CH:9]=[CH:8][C:7]([CH:10]([OH:30])[CH:11]([CH2:17][C:18]2[CH:23]=[CH:22][CH:21]=[C:20]([O:24][CH2:25][C:26]([F:28])([F:29])[F:27])[CH:19]=2)[C:12]([O:14][CH2:15][CH3:16])=[O:13])=[CH:6][CH:5]=1, predict the reactants needed to synthesize it. The reactants are: [BH4-].[Na+].[F:3][C:4]1[CH:9]=[CH:8][C:7]([C:10](=[O:30])[CH:11]([CH2:17][C:18]2[CH:23]=[CH:22][CH:21]=[C:20]([O:24][CH2:25][C:26]([F:29])([F:28])[F:27])[CH:19]=2)[C:12]([O:14][CH2:15][CH3:16])=[O:13])=[CH:6][CH:5]=1.Cl. (3) The reactants are: [CH2:1]([O:3][C:4](=[O:25])[CH2:5][C:6]1[CH:11]=[C:10]([O:12][CH2:13][C:14]([F:17])([F:16])[F:15])[C:9](I)=[C:8]([O:19][CH2:20][C:21]([F:24])([F:23])[F:22])[CH:7]=1)[CH3:2].[F:26][C:27]([F:38])([F:37])[C:28]1[CH:33]=[CH:32][C:31](B(O)O)=[CH:30][CH:29]=1.[F-].[Cs+].O. Given the product [CH2:1]([O:3][C:4](=[O:25])[CH2:5][C:6]1[CH:11]=[C:10]([O:12][CH2:13][C:14]([F:17])([F:16])[F:15])[C:9]([C:31]2[CH:32]=[CH:33][C:28]([C:27]([F:38])([F:37])[F:26])=[CH:29][CH:30]=2)=[C:8]([O:19][CH2:20][C:21]([F:24])([F:23])[F:22])[CH:7]=1)[CH3:2], predict the reactants needed to synthesize it. (4) Given the product [CH3:19][N:8]1[C:9]2[CH:10]=[CH:11][CH:12]=[CH:13][C:14]=2[C:6]2[CH2:5][C:4]3[C:15]([C:7]1=2)=[CH:16][CH:17]=[CH:18][CH:3]=3, predict the reactants needed to synthesize it. The reactants are: [OH-].[Na+].[CH:3]1[CH:18]=[CH:17][CH:16]=[C:15]2[C:4]=1[CH2:5][C:6]1[C:14]3[CH:13]=[CH:12][CH:11]=[CH:10][C:9]=3[NH:8][C:7]=12.[CH3:19]I.